This data is from Forward reaction prediction with 1.9M reactions from USPTO patents (1976-2016). The task is: Predict the product of the given reaction. (1) Given the reactants [C:1]1([C:19]2[CH:24]=[CH:23][CH:22]=[CH:21][CH:20]=2)[CH:6]=[CH:5][CH:4]=[CH:3][C:2]=1[CH2:7][N:8]1[CH:13]=[CH:12][CH:11]=[C:10]([C:14]([O:16]C)=[O:15])[C:9]1=[O:18].[OH-].[Na+], predict the reaction product. The product is: [C:1]1([C:19]2[CH:20]=[CH:21][CH:22]=[CH:23][CH:24]=2)[CH:6]=[CH:5][CH:4]=[CH:3][C:2]=1[CH2:7][N:8]1[CH:13]=[CH:12][CH:11]=[C:10]([C:14]([OH:16])=[O:15])[C:9]1=[O:18]. (2) Given the reactants N1C=CN=C1.Cl[Si:7]([C:10]([CH3:13])([CH3:12])[CH3:11])([CH3:9])[CH3:8].[CH3:14][O:15][CH2:16][O:17][C:18]1[CH:19]=[C:20]([CH2:24][OH:25])[CH:21]=[CH:22][CH:23]=1, predict the reaction product. The product is: [CH3:11][C:10]([Si:7]([CH3:9])([CH3:8])[O:25][CH2:24][C:20]1[CH:21]=[CH:22][CH:23]=[C:18]([O:17][CH2:16][O:15][CH3:14])[CH:19]=1)([CH3:13])[CH3:12]. (3) Given the reactants [N+:1]([C:4]1[CH:5]=[C:6]([CH:9]=[CH:10][CH:11]=1)[CH:7]=[CH2:8])([O-:3])=[O:2].CC1(C)O[C@H]2[C@@H]3OC(C)(C)O[C@]3(C(O)=O)O[C@H]2C[O:14]1.O.OO.NC(N)=O, predict the reaction product. The product is: [N+:1]([C:4]1[CH:5]=[C:6]([CH:7]2[CH2:8][O:14]2)[CH:9]=[CH:10][CH:11]=1)([O-:3])=[O:2]. (4) Given the reactants OC(C(F)(F)F)=O.[OH:8][NH:9][C:10]([C@H:12]1[CH2:17][C@H:16]([O:18][C:19]2[CH:24]=[CH:23][N:22]=[CH:21][CH:20]=2)[CH2:15][N:14]([CH3:25])[C@@H:13]1[C:26]([N:28]1[CH2:33][CH:32]=[C:31]([C:34]2[CH:39]=[CH:38][CH:37]=[CH:36][CH:35]=2)[CH2:30][CH2:29]1)=[O:27])=[O:11].[H][H], predict the reaction product. The product is: [OH:8][NH:9][C:10]([C@H:12]1[CH2:17][C@H:16]([O:18][C:19]2[CH:20]=[CH:21][N:22]=[CH:23][CH:24]=2)[CH2:15][N:14]([CH3:25])[C@@H:13]1[C:26]([N:28]1[CH2:33][CH2:32][CH:31]([C:34]2[CH:35]=[CH:36][CH:37]=[CH:38][CH:39]=2)[CH2:30][CH2:29]1)=[O:27])=[O:11]. (5) Given the reactants [CH3:1][O:2][CH2:3][O:4][C:5]1[C:6]([C:19](O)=[O:20])=[CH:7][C:8]2[C:9]([CH3:18])([CH3:17])[CH2:10][CH2:11][C:12]([CH3:16])([CH3:15])[C:13]=2[CH:14]=1.[F:22][C:23]1[CH:32]=[C:31]([NH2:33])[CH:30]=[C:29]([F:34])[C:24]=1[C:25]([O:27][CH3:28])=[O:26].Cl.CN(C)CCCN=C=NCC, predict the reaction product. The product is: [F:22][C:23]1[CH:32]=[C:31]([NH:33][C:19]([C:6]2[C:5]([O:4][CH2:3][O:2][CH3:1])=[CH:14][C:13]3[C:12]([CH3:16])([CH3:15])[CH2:11][CH2:10][C:9]([CH3:18])([CH3:17])[C:8]=3[CH:7]=2)=[O:20])[CH:30]=[C:29]([F:34])[C:24]=1[C:25]([O:27][CH3:28])=[O:26].